This data is from Experimental lipophilicity measurements (octanol/water distribution) for 4,200 compounds from AstraZeneca. The task is: Regression/Classification. Given a drug SMILES string, predict its absorption, distribution, metabolism, or excretion properties. Task type varies by dataset: regression for continuous measurements (e.g., permeability, clearance, half-life) or binary classification for categorical outcomes (e.g., BBB penetration, CYP inhibition). For this dataset (lipophilicity_astrazeneca), we predict Y. (1) The compound is O=C(Cc1ccccc1)c1ccc(O)cc1O. The Y is 3.09 logD. (2) The molecule is COc1ccc(Oc2cccc(CN3CCCC(n4cc(C)c(=O)[nH]c4=O)C3)c2)cc1. The Y is 3.17 logD.